From a dataset of Full USPTO retrosynthesis dataset with 1.9M reactions from patents (1976-2016). Predict the reactants needed to synthesize the given product. (1) Given the product [F:1][C:2]1[CH:3]=[C:4]([C:9](=[O:32])[C:10](=[C:23]2[NH:24][C:25]3[CH:31]=[CH:30][CH:29]=[CH:28][C:26]=3[NH:27]2)[C:11]([C:13]2[CH:18]=[CH:17][CH:16]=[C:15]([C@H:19]([OH:22])[CH2:20][OH:21])[CH:14]=2)=[O:12])[CH:5]=[C:6]([F:8])[CH:7]=1, predict the reactants needed to synthesize it. The reactants are: [F:1][C:2]1[CH:3]=[C:4]([C:9](=[O:32])[C:10](=[C:23]2[NH:27][C:26]3[CH:28]=[CH:29][CH:30]=[CH:31][C:25]=3[NH:24]2)[C:11]([C:13]2[CH:18]=[CH:17][CH:16]=[C:15]([CH:19]([OH:22])[CH2:20][OH:21])[CH:14]=2)=[O:12])[CH:5]=[C:6]([F:8])[CH:7]=1. (2) Given the product [CH:15]1([CH2:14][O:1][C:2]2[CH:3]=[C:4]([CH3:12])[C:5]([C:9](=[O:11])[CH3:10])=[C:6]([CH3:8])[CH:7]=2)[CH2:17][CH2:16]1, predict the reactants needed to synthesize it. The reactants are: [OH:1][C:2]1[CH:7]=[C:6]([CH3:8])[C:5]([C:9](=[O:11])[CH3:10])=[C:4]([CH3:12])[CH:3]=1.Cl[CH2:14][CH:15]1[CH2:17][CH2:16]1.C(=O)([O-])[O-].[K+].[K+]. (3) Given the product [CH2:34]([O:35][C:2]1[CH:11]=[C:10]2[C:5]([C:6]([NH:12][C:13]3[CH:14]=[C:15]4[C:19](=[CH:20][CH:21]=3)[N:18]([CH2:22][C:23]3[CH:28]=[CH:27][CH:26]=[C:25]([F:29])[CH:24]=3)[N:17]=[CH:16]4)=[N:7][CH:8]=[N:9]2)=[CH:4][C:3]=1[N+:30]([O-:32])=[O:31])[CH3:33], predict the reactants needed to synthesize it. The reactants are: F[C:2]1[CH:11]=[C:10]2[C:5]([C:6]([NH:12][C:13]3[CH:14]=[C:15]4[C:19](=[CH:20][CH:21]=3)[N:18]([CH2:22][C:23]3[CH:28]=[CH:27][CH:26]=[C:25]([F:29])[CH:24]=3)[N:17]=[CH:16]4)=[N:7][CH:8]=[N:9]2)=[CH:4][C:3]=1[N+:30]([O-:32])=[O:31].[CH3:33][CH2:34][O-:35].[Na+].O. (4) Given the product [CH2:9]([O:11][CH:12]([O:15][CH2:16][CH3:17])[CH2:13][NH:7][CH2:6][C:5]([O:4][CH2:2][CH3:3])=[O:8])[CH3:10], predict the reactants needed to synthesize it. The reactants are: Cl.[CH2:2]([O:4][C:5](=[O:8])[CH2:6][NH2:7])[CH3:3].[CH2:9]([O:11][CH:12]([O:15][CH2:16][CH3:17])[CH2:13]Br)[CH3:10].C(=O)([O-])[O-].[Cs+].[Cs+].[I-].[Na+].Cl.